Dataset: Catalyst prediction with 721,799 reactions and 888 catalyst types from USPTO. Task: Predict which catalyst facilitates the given reaction. (1) Reactant: [CH2:1]([C:3]1[S:19][C:6]2[NH:7][C:8](=[O:18])[N:9]([C:12]3[CH:16]=[C:15]([CH3:17])[O:14][N:13]=3)[C:10](=[O:11])[C:5]=2[CH:4]=1)[CH3:2].Br[CH2:21][C:22]1[CH:27]=[CH:26][C:25]([C:28]2[CH:33]=[CH:32][CH:31]=[CH:30][C:29]=2[C:34]2[N:38]=[C:37](C(Cl)(Cl)Cl)[O:36][N:35]=2)=[CH:24][CH:23]=1.C(=O)([O-])[O-:44].[K+].[K+].CN(C)C=O. Product: [CH2:1]([C:3]1[S:19][C:6]2[N:7]([CH2:21][C:22]3[CH:27]=[CH:26][C:25]([C:28]4[CH:33]=[CH:32][CH:31]=[CH:30][C:29]=4[C:34]4[NH:38][C:37](=[O:44])[O:36][N:35]=4)=[CH:24][CH:23]=3)[C:8](=[O:18])[N:9]([C:12]3[CH:16]=[C:15]([CH3:17])[O:14][N:13]=3)[C:10](=[O:11])[C:5]=2[CH:4]=1)[CH3:2]. The catalyst class is: 13. (2) Reactant: [CH:1](=O)[CH2:2][CH2:3][CH2:4]C.[C:7]([O:13][CH2:14][CH3:15])(=[O:12])[CH2:8][C:9]([O-])=O. Product: [C:7]([O:13][CH2:14][CH3:15])(=[O:12])[CH:8]=[CH:9][CH2:1][CH2:2][CH2:3][CH3:4]. The catalyst class is: 456. (3) Reactant: C[CH2:2][N:3]([CH2:6][CH2:7][OH:8])[CH2:4][CH3:5].Cl.OC1CNC1.BrCC1[CH:24]=[CH:23][C:22]([Cl:25])=[CH:21][C:18]=1[C:19]#[N:20]. Product: [Cl:25][C:22]1[CH:23]=[CH:24][C:5]([CH2:4][N:3]2[CH2:2][CH:7]([OH:8])[CH2:6]2)=[C:18]([CH:21]=1)[C:19]#[N:20]. The catalyst class is: 2.